This data is from Reaction yield outcomes from USPTO patents with 853,638 reactions. The task is: Predict the reaction yield, written as a fraction of the theoretical maximum amount of product (1.0 means a 100% yield; for example, 0.34 means a 34% yield). (1) The reactants are [C:1]([C:5]1[O:9][N:8]=[C:7]([NH:10][C:11]([NH:13][C:14]2[CH:19]=[CH:18][CH:17]=[C:16]([S:20][C:21]3[C:30]4[C:25](=[CH:26][C:27]([O:33][CH2:34][CH2:35][CH2:36]Cl)=[C:28]([O:31][CH3:32])[CH:29]=4)[N:24]=[CH:23][N:22]=3)[CH:15]=2)=[O:12])[CH:6]=1)([CH3:4])([CH3:3])[CH3:2].[CH3:38][S:39]([N:42]1[CH2:47][CH2:46][NH:45][CH2:44][CH2:43]1)(=[O:41])=[O:40].C(N(C(C)C)CC)(C)C. The catalyst is CN(C=O)C.[I-].C([N+](CCCC)(CCCC)CCCC)CCC. The product is [C:1]([C:5]1[O:9][N:8]=[C:7]([NH:10][C:11]([NH:13][C:14]2[CH:19]=[CH:18][CH:17]=[C:16]([S:20][C:21]3[C:30]4[C:25](=[CH:26][C:27]([O:33][CH2:34][CH2:35][CH2:36][N:45]5[CH2:46][CH2:47][N:42]([S:39]([CH3:38])(=[O:41])=[O:40])[CH2:43][CH2:44]5)=[C:28]([O:31][CH3:32])[CH:29]=4)[N:24]=[CH:23][N:22]=3)[CH:15]=2)=[O:12])[CH:6]=1)([CH3:4])([CH3:3])[CH3:2]. The yield is 0.350. (2) The reactants are C[O-].[Na+].[F:4][C:5]1[C:6]([O:14][CH3:15])=[C:7]([C:11](=[NH:13])[NH2:12])[CH:8]=[CH:9][CH:10]=1.O=[C:17]1[CH2:22][CH2:21][CH2:20][CH2:19][CH:18]1[C:23](OC)=[O:24]. The catalyst is CO.O1CCOCC1. The product is [F:4][C:5]1[C:6]([O:14][CH3:15])=[C:7]([C:11]2[NH:12][C:17]3[CH2:22][CH2:21][CH2:20][CH2:19][C:18]=3[C:23](=[O:24])[N:13]=2)[CH:8]=[CH:9][CH:10]=1. The yield is 0.750. (3) The reactants are [NH:1]1[C:10]2[C:5](=[CH:6][CH:7]=[CH:8][CH:9]=2)[N:4]=[CH:3][C:2]1=[O:11].[Br:12]Br.O. The catalyst is C(O)(=O)C. The product is [Br:12][C:8]1[CH:9]=[C:10]2[C:5]([N:4]=[CH:3][C:2](=[O:11])[NH:1]2)=[CH:6][CH:7]=1. The yield is 0.660.